This data is from Full USPTO retrosynthesis dataset with 1.9M reactions from patents (1976-2016). The task is: Predict the reactants needed to synthesize the given product. (1) The reactants are: Cl.[NH2:2][CH2:3][C:4](=O)[CH2:5][CH2:6][C:7]([OH:9])=[O:8].[CH2:11]([O:13][C:14](=[O:28])[C:15]1[CH:20]=[CH:19][CH:18]=[CH:17][C:16]=1[S:21]([CH2:24][C:25](=O)[CH3:26])(=[O:23])=[O:22])[CH3:12].C([O-])(=O)C.[Na+]. Given the product [CH2:11]([O:13][C:14](=[O:28])[C:15]1[CH:20]=[CH:19][CH:18]=[CH:17][C:16]=1[S:21]([C:24]1[C:4]([CH2:5][CH2:6][C:7]([OH:9])=[O:8])=[CH:3][NH:2][C:25]=1[CH3:26])(=[O:23])=[O:22])[CH3:12], predict the reactants needed to synthesize it. (2) Given the product [Cl:9][C:4]1[CH:5]=[C:6]([C:10]2[CH:15]=[CH:14][CH:13]=[CH:12][CH:11]=2)[N:7]=[C:2]([NH2:1])[N:3]=1, predict the reactants needed to synthesize it. The reactants are: [NH2:1][C:2]1[N:7]=[C:6](Cl)[CH:5]=[C:4]([Cl:9])[N:3]=1.[C:10]1(B(O)O)[CH:15]=[CH:14][CH:13]=[CH:12][CH:11]=1.C([O-])([O-])=O.[K+].[K+]. (3) Given the product [CH:38]([N:41]1[C:45]([C:46]2[N:47]=[C:48]3[C:54]4[CH:55]=[CH:56][C:57]([C:59]5[N:60]=[C:61]([CH3:73])[N:62]([CH2:64][CH2:65][OH:66])[CH:63]=5)=[CH:58][C:53]=4[O:52][CH2:51][CH2:50][N:49]3[CH:74]=2)=[N:44][CH:43]=[N:42]1)([CH3:40])[CH3:39].[CH:1]([N:4]1[C:8]([C:9]2[N:10]=[C:11]3[C:17]4[CH:18]=[CH:19][C:20]([C:22]5[N:26]([CH2:27][CH2:28][OH:29])[C:25]([CH3:36])=[N:24][CH:23]=5)=[CH:21][C:16]=4[O:15][CH2:14][CH2:13][N:12]3[CH:37]=2)=[N:7][CH:6]=[N:5]1)([CH3:3])[CH3:2], predict the reactants needed to synthesize it. The reactants are: [CH:1]([N:4]1[C:8]([C:9]2[N:10]=[C:11]3[C:17]4[CH:18]=[CH:19][C:20]([C:22]5[N:26]([CH2:27][CH2:28][O:29]C6CCCCO6)[C:25]([CH3:36])=[N:24][CH:23]=5)=[CH:21][C:16]=4[O:15][CH2:14][CH2:13][N:12]3[CH:37]=2)=[N:7][CH:6]=[N:5]1)([CH3:3])[CH3:2].[CH:38]([N:41]1[C:45]([C:46]2[N:47]=[C:48]3[C:54]4[CH:55]=[CH:56][C:57]([C:59]5[N:60]=[C:61]([CH3:73])[N:62]([CH2:64][CH2:65][O:66]C6CCCCO6)[CH:63]=5)=[CH:58][C:53]=4[O:52][CH2:51][CH2:50][N:49]3[CH:74]=2)=[N:44][CH:43]=[N:42]1)([CH3:40])[CH3:39].Cl. (4) Given the product [C:2]1([NH:1][C:8]([N:10]2[C:18]3[C:13](=[CH:14][C:15]([O:19][C:20]4[CH:25]=[CH:24][N:23]=[C:22]([NH:26][C:27]([CH:29]5[CH2:34][CH2:33][NH:32][CH2:31][CH2:30]5)=[O:28])[CH:21]=4)=[CH:16][CH:17]=3)[C:12]([Cl:42])=[CH:11]2)=[O:9])[CH:7]=[CH:6][CH:5]=[CH:4][CH:3]=1, predict the reactants needed to synthesize it. The reactants are: [NH:1]([C:8]([N:10]1[C:18]2[C:13](=[CH:14][C:15]([O:19][C:20]3[CH:25]=[CH:24][N:23]=[C:22]([NH:26][C:27]([CH:29]4[CH2:34][CH2:33][N:32](C(OC(C)(C)C)=O)[CH2:31][CH2:30]4)=[O:28])[CH:21]=3)=[CH:16][CH:17]=2)[C:12]([Cl:42])=[CH:11]1)=[O:9])[C:2]1[CH:7]=[CH:6][CH:5]=[CH:4][CH:3]=1.[Na].[OH-].[Na+]. (5) The reactants are: FC(F)(F)C(O)=O.[CH2:8]([N:15]1[C:19]2([CH2:24][CH2:23][N:22](C(OCCCC)=O)[CH2:21][CH2:20]2)[NH:18][CH:17]([CH2:32][CH2:33][S:34][CH3:35])[C:16]1=[O:36])[C:9]1[CH:14]=[CH:13][CH:12]=[CH:11][CH:10]=1.C([O-])(O)=O.[Na+]. Given the product [CH2:8]([N:15]1[C:19]2([CH2:20][CH2:21][NH:22][CH2:23][CH2:24]2)[NH:18][CH:17]([CH2:32][CH2:33][S:34][CH3:35])[C:16]1=[O:36])[C:9]1[CH:10]=[CH:11][CH:12]=[CH:13][CH:14]=1, predict the reactants needed to synthesize it. (6) Given the product [CH2:1]([N:3]([CH2:4][CH3:5])[CH2:14][C:13]([F:24])([F:23])[F:12])[CH3:2], predict the reactants needed to synthesize it. The reactants are: [CH2:1]([NH:3][CH2:4][CH3:5])[CH3:2].C(=O)([O-])[O-].[K+].[K+].[F:12][C:13]([F:24])([F:23])[CH2:14]OS(C(F)(F)F)(=O)=O.